From a dataset of Forward reaction prediction with 1.9M reactions from USPTO patents (1976-2016). Predict the product of the given reaction. (1) The product is: [OH:15][C:12]([CH3:14])([CH3:13])[CH2:11][O:10][C:9]1[C:2]([B:16]2[O:20][C:19]([CH3:22])([CH3:21])[C:18]([CH3:24])([CH3:23])[O:17]2)=[C:3]([CH:6]=[CH:7][CH:8]=1)[CH:4]=[O:5]. Given the reactants Br[C:2]1[C:9]([O:10][CH2:11][C:12]([OH:15])([CH3:14])[CH3:13])=[CH:8][CH:7]=[CH:6][C:3]=1[CH:4]=[O:5].[B:16]1([B:16]2[O:20][C:19]([CH3:22])([CH3:21])[C:18]([CH3:24])([CH3:23])[O:17]2)[O:20][C:19]([CH3:22])([CH3:21])[C:18]([CH3:24])([CH3:23])[O:17]1.CC([O-])=O.[K+].N#N, predict the reaction product. (2) Given the reactants CCN(C(C)C)C(C)C.CC([O:14][C:15]([N:17]1[CH2:22][CH2:21][O:20][CH2:19][C@@H:18]1[C:23]([OH:25])=O)=[O:16])(C)C.CN(C(ON1N=NC2C=CC=NC1=2)=[N+](C)C)C.F[P-](F)(F)(F)(F)F.[NH2:50][CH2:51][C:52]1[CH:53]=[C:54]([CH2:58][N:59]2[C:67]3[C:62](=[C:63]([CH:68]([OH:70])[CH3:69])[CH:64]=[CH:65][CH:66]=3)[C:61]([NH:71][S:72]([C:75]3[S:76][C:77]([Cl:80])=[CH:78][CH:79]=3)(=[O:74])=[O:73])=[N:60]2)[CH:55]=[CH:56][CH:57]=1.Cl.O1CCOCC1, predict the reaction product. The product is: [CH:15]([OH:16])=[O:14].[Cl:80][C:77]1[S:76][C:75]([S:72]([NH:71][C:61]2[C:62]3[C:67](=[CH:66][CH:65]=[CH:64][C:63]=3[CH:68]([OH:70])[CH3:69])[N:59]([CH2:58][C:54]3[CH:53]=[C:52]([CH2:51][NH:50][C:23]([C@H:18]4[CH2:19][O:20][CH2:21][CH2:22][NH:17]4)=[O:25])[CH:57]=[CH:56][CH:55]=3)[N:60]=2)(=[O:73])=[O:74])=[CH:79][CH:78]=1. (3) Given the reactants CC(C)([O-])C.[K+].[Cl-].[CH3:8][O:9][CH2:10][P+](C1C=CC=CC=1)(C1C=CC=CC=1)C1C=CC=CC=1.[Cl:30][C:31]1[CH:47]=[CH:46][C:34]([CH:35]=[CH:36][CH2:37][N:38]2[CH2:43][CH2:42][C:41](=O)[CH:40]([CH3:45])[CH2:39]2)=[CH:33][CH:32]=1.CC1C(=O)CCNC1.ClC1C=CC(C=CCCl)=CC=1, predict the reaction product. The product is: [Cl:30][C:31]1[CH:47]=[CH:46][C:34]([CH:35]=[CH:36][CH2:37][N:38]2[CH2:43][CH2:42][C:41](=[CH:8][O:9][CH3:10])[CH:40]([CH3:45])[CH2:39]2)=[CH:33][CH:32]=1. (4) Given the reactants [S:1]1[CH:5]=[C:4]([CH:6]([NH:10][C:11]2[CH:16]=[CH:15][CH:14]=[C:13]([C:17]([O:19][CH2:20][CH3:21])=[O:18])[CH:12]=2)[C:7]([OH:9])=[O:8])[C:3]2[CH:22]=[CH:23][CH:24]=[CH:25][C:2]1=2.C1C=CC2N(O)N=NC=2C=1.C1CCC(N=C=NC2CCCCC2)CC1.[N:51]12[CH2:58][CH2:57][CH:54]([CH2:55][CH2:56]1)[C@@H:53](O)[CH2:52]2, predict the reaction product. The product is: [S:1]1[CH:5]=[C:4]([CH:6]([NH:10][C:11]2[CH:12]=[C:13]([CH:14]=[CH:15][CH:16]=2)[C:17]([O:19][CH2:20][CH3:21])=[O:18])[C:7](=[O:9])[O:8][C@@H:53]2[CH:54]3[CH2:57][CH2:58][N:51]([CH2:56][CH2:55]3)[CH2:52]2)[C:3]2[CH:22]=[CH:23][CH:24]=[CH:25][C:2]1=2. (5) Given the reactants [NH2:1][C:2]1[CH:7]=[CH:6][C:5]([C@H:8]([N:14]([CH:16]([CH3:18])[CH3:17])[CH3:15])[C:9]([N:11]([CH3:13])[CH3:12])=[O:10])=[CH:4][CH:3]=1.Br[C:20]1[C:21](=[O:46])[N:22]([CH3:45])[CH:23]=[C:24]([C:26]2[C:27]([CH3:44])=[C:28]([NH:32][C:33]([C:35]3[S:39][C:38]4[CH2:40][CH2:41][CH2:42][CH2:43][C:37]=4[CH:36]=3)=[O:34])[CH:29]=[CH:30][CH:31]=2)[N:25]=1.C(=O)([O-])[O-].[Cs+].[Cs+].CC1(C)C2C(=C(P(C3C=CC=CC=3)C3C=CC=CC=3)C=CC=2)OC2C(P(C3C=CC=CC=3)C3C=CC=CC=3)=CC=CC1=2, predict the reaction product. The product is: [CH3:13][N:11]([CH3:12])[C:9](=[O:10])[C@H:8]([C:5]1[CH:6]=[CH:7][C:2]([NH:1][C:20]2[C:21](=[O:46])[N:22]([CH3:45])[CH:23]=[C:24]([C:26]3[C:27]([CH3:44])=[C:28]([NH:32][C:33]([C:35]4[S:39][C:38]5[CH2:40][CH2:41][CH2:42][CH2:43][C:37]=5[CH:36]=4)=[O:34])[CH:29]=[CH:30][CH:31]=3)[N:25]=2)=[CH:3][CH:4]=1)[N:14]([CH:16]([CH3:18])[CH3:17])[CH3:15]. (6) Given the reactants [CH3:1][O:2][C:3]1[CH:8]=[CH:7][C:6]([C:9]2[O:13][C:12]([CH2:14][C:15]3[CH:26]=[CH:25][C:18]4[CH:19]=[C:20]([C:22](O)=[O:23])[S:21][C:17]=4[CH:16]=3)=[N:11][N:10]=2)=[CH:5][CH:4]=1.[C:27]1([NH2:34])[CH:32]=[CH:31][CH:30]=[CH:29][C:28]=1[NH2:33].[Cl-].C(N=C=NCCC[NH+](C)C)C, predict the reaction product. The product is: [NH2:33][C:28]1[CH:29]=[CH:30][CH:31]=[CH:32][C:27]=1[NH:34][C:22]([C:20]1[S:21][C:17]2[CH:16]=[C:15]([CH2:14][C:12]3[O:13][C:9]([C:6]4[CH:5]=[CH:4][C:3]([O:2][CH3:1])=[CH:8][CH:7]=4)=[N:10][N:11]=3)[CH:26]=[CH:25][C:18]=2[CH:19]=1)=[O:23]. (7) Given the reactants [OH:1][N:2]=[C:3]([C:5]1([CH3:19])[CH2:9][O:8][C:7]([CH3:11])([CH3:10])[N:6]1[C:12]([O:14][C:15]([CH3:18])([CH3:17])[CH3:16])=[O:13])[NH2:4].[C:20](OC(=O)C)(=O)[CH3:21], predict the reaction product. The product is: [CH3:10][C:7]1([CH3:11])[N:6]([C:12]([O:14][C:15]([CH3:18])([CH3:17])[CH3:16])=[O:13])[C:5]([CH3:19])([C:3]2[N:4]=[C:20]([CH3:21])[O:1][N:2]=2)[CH2:9][O:8]1.